From a dataset of Peptide-MHC class I binding affinity with 185,985 pairs from IEDB/IMGT. Regression. Given a peptide amino acid sequence and an MHC pseudo amino acid sequence, predict their binding affinity value. This is MHC class I binding data. (1) The peptide sequence is ELVMDKNHA. The MHC is HLA-A68:02 with pseudo-sequence HLA-A68:02. The binding affinity (normalized) is 0.160. (2) The peptide sequence is GLLSSKFKA. The MHC is HLA-A24:03 with pseudo-sequence HLA-A24:03. The binding affinity (normalized) is 0.306. (3) The peptide sequence is WKTMAMVLSI. The MHC is HLA-B51:01 with pseudo-sequence HLA-B51:01. The binding affinity (normalized) is 0.351. (4) The peptide sequence is GLYSSTVPV. The MHC is Mamu-B03 with pseudo-sequence Mamu-B03. The binding affinity (normalized) is 0. (5) The peptide sequence is RRLRPGGKK. The MHC is Patr-A0901 with pseudo-sequence Patr-A0901. The binding affinity (normalized) is 0. (6) The peptide sequence is TIHHASAPL. The MHC is HLA-A02:01 with pseudo-sequence HLA-A02:01. The binding affinity (normalized) is 0.323. (7) The peptide sequence is ETSWHYDQDH. The MHC is HLA-A01:01 with pseudo-sequence HLA-A01:01. The binding affinity (normalized) is 0. (8) The peptide sequence is RELIFQVW. The MHC is Mamu-B3901 with pseudo-sequence Mamu-B3901. The binding affinity (normalized) is 0.0822. (9) The peptide sequence is KLSPLCITM. The MHC is HLA-A02:03 with pseudo-sequence HLA-A02:03. The binding affinity (normalized) is 0.348.